From a dataset of Forward reaction prediction with 1.9M reactions from USPTO patents (1976-2016). Predict the product of the given reaction. (1) Given the reactants [NH:1]1[C:9]2[C:4](=[CH:5][CH:6]=[CH:7][CH:8]=2)[C:3]([C@H:10]([CH3:30])[C@@H:11]([NH:15][C:16]([N:18]2[CH2:23][CH2:22][CH:21]([C:24]3[CH:29]=[CH:28][CH:27]=[CH:26][CH:25]=3)[CH2:20][CH2:19]2)=[O:17])[C:12](O)=[O:13])=[CH:2]1.[F:31][C:32]([F:47])([F:46])[C:33]([N:35]1[CH2:44][CH2:43][C:42]2[C:37](=[CH:38][C:39]([NH2:45])=[CH:40][CH:41]=2)[CH2:36]1)=[O:34].CCN=C=NCCCN(C)C.C1C=CC2N(O)N=NC=2C=1.C(=O)([O-])[O-].[Na+].[Na+], predict the reaction product. The product is: [NH:1]1[C:9]2[C:4](=[CH:5][CH:6]=[CH:7][CH:8]=2)[C:3]([C@H:10]([CH3:30])[C@@H:11]([NH:15][C:16]([N:18]2[CH2:19][CH2:20][CH:21]([C:24]3[CH:29]=[CH:28][CH:27]=[CH:26][CH:25]=3)[CH2:22][CH2:23]2)=[O:17])[C:12]([NH:45][C:39]2[CH:38]=[C:37]3[C:42]([CH2:43][CH2:44][N:35]([C:33](=[O:34])[C:32]([F:31])([F:46])[F:47])[CH2:36]3)=[CH:41][CH:40]=2)=[O:13])=[CH:2]1. (2) Given the reactants [CH2:1](/[C:3](/[C:6]1[CH:11]=[CH:10][C:9]([O:12][CH2:13][C:14]2[CH:19]=[CH:18][CH:17]=[CH:16][CH:15]=2)=[C:8]([O:20][CH3:21])[CH:7]=1)=[CH:4]/[CH3:5])[CH3:2].[OH2:22], predict the reaction product. The product is: [CH3:21][O:20][C:8]1[CH:7]=[C:6]([CH:3]([CH2:1][CH3:2])[CH:4]([OH:22])[CH3:5])[CH:11]=[CH:10][C:9]=1[O:12][CH2:13][C:14]1[CH:15]=[CH:16][CH:17]=[CH:18][CH:19]=1. (3) Given the reactants [Cl:1][C:2]1[CH:7]=[CH:6][C:5](/[CH:8]=[CH:9]/[C:10]([N:12]2[CH2:17][CH2:16][N:15](C(OC(C)(C)C)=O)[CH2:14][C@H:13]2[CH3:25])=[O:11])=[C:4]([CH2:26][N:27]2[N:31]=[N:30][C:29]([CH3:32])=[N:28]2)[CH:3]=1.C(O)(C(F)(F)F)=O, predict the reaction product. The product is: [Cl:1][C:2]1[CH:7]=[CH:6][C:5](/[CH:8]=[CH:9]/[C:10]([N:12]2[CH2:17][CH2:16][NH:15][CH2:14][C@H:13]2[CH3:25])=[O:11])=[C:4]([CH2:26][N:27]2[N:31]=[N:30][C:29]([CH3:32])=[N:28]2)[CH:3]=1.